From a dataset of Forward reaction prediction with 1.9M reactions from USPTO patents (1976-2016). Predict the product of the given reaction. (1) Given the reactants [CH:1]1([CH2:4][NH:5][C:6]2[CH:11]=[CH:10][C:9]([N+:12]([O-:14])=[O:13])=[C:8]([C:15]([F:18])([F:17])[F:16])[CH:7]=2)[CH2:3][CH2:2]1.Br[CH2:20][CH2:21][CH2:22][O:23][Si](C(C)(C)C)(C)C, predict the reaction product. The product is: [CH:1]1([CH2:4][N:5]([C:6]2[CH:11]=[CH:10][C:9]([N+:12]([O-:14])=[O:13])=[C:8]([C:15]([F:16])([F:17])[F:18])[CH:7]=2)[CH2:20][CH2:21][CH2:22][OH:23])[CH2:3][CH2:2]1. (2) Given the reactants Br[C:2]1[CH:3]=[C:4]2[C:9](=[C:10]([Cl:12])[CH:11]=1)[O:8][C:7]([CH3:14])([CH3:13])[CH2:6][CH2:5]2.[Li]CCCC.CN([CH:23]=[O:24])C, predict the reaction product. The product is: [Cl:12][C:10]1[CH:11]=[C:2]([CH:23]=[O:24])[CH:3]=[C:4]2[C:9]=1[O:8][C:7]([CH3:14])([CH3:13])[CH2:6][CH2:5]2. (3) Given the reactants [CH:1]1[C:6]([CH2:7][CH2:8][CH2:9][C:10]([OH:12])=[O:11])=[CH:5][CH:4]=[C:3]([N:13]([CH2:17][CH2:18][Cl:19])[CH2:14][CH2:15][Cl:16])[CH:2]=1.C(C1NC=CN=1)(C1NC=CN=1)=O.[NH2:32][CH2:33][C:34]([NH:36][C@H:37]([C:45]([NH:47][C@H:48]([C:53]([NH:55][CH2:56][C:57]([OH:59])=[O:58])=[O:54])[CH2:49][CH:50]([CH3:52])[CH3:51])=[O:46])[CH2:38][C:39]1[CH:44]=[CH:43][CH:42]=[CH:41][CH:40]=1)=[O:35].C(C(C(C)C)([NH-])C)(C)C, predict the reaction product. The product is: [NH2:32][CH2:33][C:34]([NH:36][C@H:37]([C:45]([NH:47][C@H:48]([C:53]([NH:55][CH2:56][C:57]([OH:59])=[O:58])=[O:54])[CH2:49][CH:50]([CH3:52])[CH3:51])=[O:46])[CH2:38][C:39]1[CH:44]=[CH:43][CH:42]=[CH:41][CH:40]=1)=[O:35].[CH:5]1[C:6]([CH2:7][CH2:8][CH2:9][C:10]([OH:12])=[O:11])=[CH:1][CH:2]=[C:3]([N:13]([CH2:14][CH2:15][Cl:16])[CH2:17][CH2:18][Cl:19])[CH:4]=1.[NH2:32][CH2:33][C:34]([NH:36][C@H:37]([C:45]([NH:47][C@H:48]([C:53]([NH:55][CH2:56][C:57]([OH:59])=[O:58])=[O:54])[CH2:49][CH:50]([CH3:52])[CH3:51])=[O:46])[CH2:38][C:39]1[CH:44]=[CH:43][CH:42]=[CH:41][CH:40]=1)=[O:35]. (4) Given the reactants C(=O)([O-])[O-].[K+].[K+].Br[CH2:8][C:9]([C:11]1[CH:16]=[CH:15][C:14]([O:17][CH3:18])=[C:13]([OH:19])[C:12]=1[OH:20])=[O:10].Br[CH:22]1[CH2:24][CH2:23]1.[C:25](#N)[CH3:26], predict the reaction product. The product is: [CH:23]1([O:19][C:13]2[C:12]3[O:20][CH2:8][C:9](=[O:10])[C:11]=3[CH:16]=[CH:15][C:14]=2[O:17][CH3:18])[CH2:24][CH2:22][CH2:26][CH2:25]1. (5) Given the reactants [I:1]N1C(=O)CCC1=O.[CH3:9][N:10]([CH3:22])[CH:11]=[N:12][C:13]1[N:14]=[CH:15][C:16]2[NH:21][CH:20]=[CH:19][C:17]=2[N:18]=1, predict the reaction product. The product is: [I:1][C:19]1[C:17]2[N:18]=[C:13]([N:12]=[CH:11][N:10]([CH3:22])[CH3:9])[N:14]=[CH:15][C:16]=2[NH:21][CH:20]=1.